Task: Predict which catalyst facilitates the given reaction.. Dataset: Catalyst prediction with 721,799 reactions and 888 catalyst types from USPTO (1) Reactant: Br[CH2:2][C:3]1[CH:12]=[CH:11][C:6]([C:7]([O:9][CH3:10])=[O:8])=[CH:5][C:4]=1[F:13].[SH:14][C:15]1[CH:20]=[CH:19][C:18]([OH:21])=[CH:17][CH:16]=1. Product: [F:13][C:4]1[CH:5]=[C:6]([CH:11]=[CH:12][C:3]=1[CH2:2][S:14][C:15]1[CH:20]=[CH:19][C:18]([OH:21])=[CH:17][CH:16]=1)[C:7]([OH:9])=[O:8].[F:13][C:4]1[CH:5]=[C:6]([CH:11]=[CH:12][C:3]=1[CH2:2][S:14][C:15]1[CH:20]=[CH:19][C:18]([OH:21])=[CH:17][CH:16]=1)[C:7]([O:9][CH3:10])=[O:8]. The catalyst class is: 387. (2) Reactant: C([O:5][C:6]([NH:8][C@H:9]([C:28](=[O:35])[N:29]1[CH2:34][CH2:33][CH2:32][CH2:31][CH2:30]1)[CH2:10][C:11]1[CH:16]=[CH:15][C:14]([C:17](=[CH2:27])[CH2:18][CH2:19][C:20]([O:22]C(C)(C)C)=[O:21])=[CH:13][CH:12]=1)=[O:7])(C)(C)C.C(O)(=O)C.[CH:40]1[C:52]2[CH:51]([CH2:53]OC(ON3C(=O)CCC3=O)=O)[C:50]3[C:45](=[CH:46][CH:47]=[CH:48][CH:49]=3)[C:44]=2[CH:43]=[CH:42][CH:41]=1. Product: [CH:40]1[C:52]2[CH:51]([CH2:53][O:5][C:6]([NH:8][C@H:9]([C:28](=[O:35])[N:29]3[CH2:34][CH2:33][CH2:32][CH2:31][CH2:30]3)[CH2:10][C:11]3[CH:16]=[CH:15][C:14]([C:17](=[CH2:27])[CH2:18][CH2:19][C:20]([OH:22])=[O:21])=[CH:13][CH:12]=3)=[O:7])[C:50]3[C:45](=[CH:46][CH:47]=[CH:48][CH:49]=3)[C:44]=2[CH:43]=[CH:42][CH:41]=1. The catalyst class is: 127.